Dataset: Catalyst prediction with 721,799 reactions and 888 catalyst types from USPTO. Task: Predict which catalyst facilitates the given reaction. (1) Reactant: [Br:1][C:2]1[CH:3]=[C:4]([C:9]2[C:13]([CH2:14][CH2:15][C:16](OC)=[O:17])=[CH:12][O:11][N:10]=2)[CH:5]=[CH:6][C:7]=1[F:8].[H-].C([Al+]CC(C)C)C(C)C.Cl. Product: [Br:1][C:2]1[CH:3]=[C:4]([C:9]2[C:13]([CH2:14][CH2:15][CH2:16][OH:17])=[CH:12][O:11][N:10]=2)[CH:5]=[CH:6][C:7]=1[F:8]. The catalyst class is: 7. (2) Reactant: [C:1]([CH2:4][C:5](=[O:7])[CH3:6])(=O)[CH3:2].[F:8][C:9]([F:18])([F:17])[C:10]1[CH:11]=[C:12]([CH:14]=[CH:15][CH:16]=1)[NH2:13].C1(C)C=CC(S(O)(=O)=O)=CC=1. Product: [F:8][C:9]([F:17])([F:18])[C:10]1[CH:11]=[C:12]([NH:13][CH2:6][C:5](=[O:7])[CH:4]=[CH:1][CH3:2])[CH:14]=[CH:15][CH:16]=1. The catalyst class is: 11. (3) Reactant: C([N:8]1[C:12]([NH:13][C:14]2[CH:19]=[CH:18][C:17]([O:20][CH:21]([CH3:23])[CH3:22])=[CH:16][CH:15]=2)=[CH:11][CH:10]=[N:9]1)C1C=CC=CC=1.C(O)(=O)C.C([O-])=O.[NH4+].C(OCC)(=O)C. Product: [CH3:23][CH:21]([O:20][C:17]1[CH:16]=[CH:15][C:14]([NH:13][C:12]2[NH:8][N:9]=[CH:10][CH:11]=2)=[CH:19][CH:18]=1)[CH3:22]. The catalyst class is: 421. (4) Reactant: [NH:1]1[CH2:6][CH2:5][CH:4]([NH:7][C:8](=[O:16])[C:9]2[CH:14]=[CH:13][C:12]([F:15])=[CH:11][CH:10]=2)[CH2:3][CH2:2]1.[C:17](Cl)(=[O:22])[C:18]([CH3:21])([CH3:20])[CH3:19].N1C=CC=C[CH:25]=1. Product: [CH:17]([O:22][CH:14]([CH3:13])[CH3:9])([CH3:18])[CH3:25].[C:17]([N:1]1[CH2:2][CH2:3][CH:4]([NH:7][C:8](=[O:16])[C:9]2[CH:14]=[CH:13][C:12]([F:15])=[CH:11][CH:10]=2)[CH2:5][CH2:6]1)(=[O:22])[C:18]([CH3:21])([CH3:20])[CH3:19]. The catalyst class is: 4. (5) Reactant: [N:1]1([CH2:6][CH2:7][N:8]2[CH2:13][CH2:12][S:11][C:10]3[CH:14]=[C:15]([NH:18][C:19]([C:21]4[S:22][CH:23]=[CH:24][CH:25]=4)=[NH:20])[CH:16]=[CH:17][C:9]2=3)[CH2:5][CH2:4][CH2:3][CH2:2]1.[ClH:26].CCOCC. Product: [ClH:26].[ClH:26].[N:1]1([CH2:6][CH2:7][N:8]2[CH2:13][CH2:12][S:11][C:10]3[CH:14]=[C:15]([NH:18][C:19]([C:21]4[S:22][CH:23]=[CH:24][CH:25]=4)=[NH:20])[CH:16]=[CH:17][C:9]2=3)[CH2:2][CH2:3][CH2:4][CH2:5]1. The catalyst class is: 5. (6) Reactant: [H-].[Na+].[O:3]1[CH2:8][CH2:7][CH2:6][CH2:5][CH:4]1[C:9]([O:11]C)=O.[C:13](#[N:15])[CH3:14].Cl. Product: [O:11]=[C:9]([CH:4]1[CH2:5][CH2:6][CH2:7][CH2:8][O:3]1)[CH2:14][C:13]#[N:15]. The catalyst class is: 49. (7) Reactant: [CH3:1][NH2:2].[F:3][C:4]([F:18])([F:17])[C:5]([F:16])([F:15])[C:6]([F:14])([F:13])[C:7](F)([F:11])[CH2:8][CH2:9]I. Product: [CH3:1][NH:2][CH2:9][CH:8]=[C:7]([F:11])[C:6]([F:14])([F:13])[C:5]([F:16])([F:15])[C:4]([F:18])([F:17])[F:3]. The catalyst class is: 7.